From a dataset of Full USPTO retrosynthesis dataset with 1.9M reactions from patents (1976-2016). Predict the reactants needed to synthesize the given product. (1) Given the product [CH2:1]([O:3][C:4]1[CH:9]=[CH:8][C:7]([C:10]2[Se:11][C:12]([CH2:15][CH2:16][CH3:17])=[CH:13][CH:14]=2)=[C:6]([F:18])[C:5]=1[F:19])[CH3:2], predict the reactants needed to synthesize it. The reactants are: [CH2:1]([O:3][C:4]1[CH:9]=[CH:8][C:7]([C:10]2[Se:11][C:12]([CH:15]=[CH:16][CH3:17])=[CH:13][CH:14]=2)=[C:6]([F:18])[C:5]=1[F:19])[CH3:2]. (2) Given the product [NH2:1][C:4]1[CH:5]=[C:6]([CH2:10][CH2:11][C:12]([N:14]2[CH2:19][CH2:18][N:17]([CH3:20])[CH2:16][CH2:15]2)=[O:13])[CH:7]=[CH:8][CH:9]=1, predict the reactants needed to synthesize it. The reactants are: [N+:1]([C:4]1[CH:5]=[C:6]([CH2:10][CH2:11][C:12]([N:14]2[CH2:19][CH2:18][N:17]([CH3:20])[CH2:16][CH2:15]2)=[O:13])[CH:7]=[CH:8][CH:9]=1)([O-])=O. (3) Given the product [O:13]1[CH2:18][CH2:17][N:16]([CH2:19][CH2:20][CH2:21][NH:22][CH2:10][C:7]2[CH:8]=[CH:9][C:4]([C:3]([O:2][CH3:1])=[O:12])=[CH:5][CH:6]=2)[CH2:15][CH2:14]1, predict the reactants needed to synthesize it. The reactants are: [CH3:1][O:2][C:3](=[O:12])[C:4]1[CH:9]=[CH:8][C:7]([CH:10]=O)=[CH:6][CH:5]=1.[O:13]1[CH2:18][CH2:17][N:16]([CH2:19][CH2:20][CH2:21][NH2:22])[CH2:15][CH2:14]1.[BH4-].[Na+]. (4) Given the product [I:11][C:2]1[CH:7]=[CH:6][N:5]=[C:4]2[N:8]([C:13](=[O:15])[CH3:14])[N:9]=[CH:10][C:3]=12, predict the reactants needed to synthesize it. The reactants are: Cl[C:2]1[CH:7]=[CH:6][N:5]=[C:4]2[NH:8][N:9]=[CH:10][C:3]=12.[I-:11].[Na+].[C:13](Cl)(=[O:15])[CH3:14].OS([O-])=O.[Na+]. (5) The reactants are: [CH3:1][C:2]1[CH:7]=[CH:6][N:5]=[C:4]([S:8][CH3:9])[N:3]=1.[N+:10]([CH2:13][C:14]1C=C(C=CC=1)C([O-])=O)([O-:12])=[O:11].[Li+].[CH3:24][Si]([N-][Si](C)(C)C)(C)C.[CH2:33]1[CH2:37][O:36][CH2:35][CH2:34]1. Given the product [CH3:9][S:8][C:4]1[N:3]=[C:2]([CH2:1][C:35]([C:34]2[CH:33]=[CH:37][CH:14]=[C:13]([N+:10]([O-:12])=[O:11])[CH:24]=2)=[O:36])[CH:7]=[CH:6][N:5]=1, predict the reactants needed to synthesize it.